Dataset: Reaction yield outcomes from USPTO patents with 853,638 reactions. Task: Predict the reaction yield, written as a fraction of the theoretical maximum amount of product (1.0 means a 100% yield; for example, 0.34 means a 34% yield). (1) The reactants are [Cl-].[Al+3].[Cl-].[Cl-].[C:5](Cl)(=[O:7])[CH3:6].[CH:9]([C:12]1[CH:20]=[C:15]2[CH:16]=[CH:17][CH:18]=[CH:19][N:14]2[N:13]=1)([CH3:11])[CH3:10].C([O-])(O)=O.[Na+]. The catalyst is ClCCl.CCOC(C)=O. The product is [CH:9]([C:12]1[C:20]([C:5](=[O:7])[CH3:6])=[C:15]2[CH:16]=[CH:17][CH:18]=[CH:19][N:14]2[N:13]=1)([CH3:11])[CH3:10]. The yield is 0.460. (2) The reactants are [F:1][C:2]1[CH:7]=[CH:6][C:5]([C:8]2[C:12]([CH2:13][O:14][C:15]3[CH:23]=[CH:22][C:18]([C:19]([OH:21])=O)=[CH:17][N:16]=3)=[C:11]([CH3:24])[O:10][N:9]=2)=[CH:4][CH:3]=1.[CH:25]12[CH2:31][CH:29]([O:30]1)[CH2:28][NH:27][CH2:26]2. No catalyst specified. The product is [F:1][C:2]1[CH:3]=[CH:4][C:5]([C:8]2[C:12]([CH2:13][O:14][C:15]3[N:16]=[CH:17][C:18]([C:19]([N:27]4[CH2:26][C@@H:25]5[CH2:31][C@@H:29]([O:30]5)[CH2:28]4)=[O:21])=[CH:22][CH:23]=3)=[C:11]([CH3:24])[O:10][N:9]=2)=[CH:6][CH:7]=1. The yield is 0.220. (3) The reactants are [CH3:1][O:2][C:3]1[CH:11]=[C:10]2[C:6]([C:7]([C:12]([O:14][CH3:15])=[O:13])=[N:8][NH:9]2)=[CH:5][CH:4]=1.[Br:16][C:17]1[CH:18]=[C:19](B(O)O)[CH:20]=[CH:21][CH:22]=1. No catalyst specified. The product is [Br:16][C:17]1[CH:22]=[C:21]([N:9]2[C:10]3[C:6](=[CH:5][CH:4]=[C:3]([O:2][CH3:1])[CH:11]=3)[C:7]([C:12]([O:14][CH3:15])=[O:13])=[N:8]2)[CH:20]=[CH:19][CH:18]=1. The yield is 0.290.